This data is from Full USPTO retrosynthesis dataset with 1.9M reactions from patents (1976-2016). The task is: Predict the reactants needed to synthesize the given product. (1) Given the product [NH2:1][C:2]([NH:4][C:5]1[C:6]([C:24]([NH2:26])=[O:25])=[N:7][N:8]([C:10]2[CH:15]=[CH:14][C:13]([C:16]3[CH:21]=[CH:20][CH:19]=[CH:18][C:17]=3[O:22][CH2:34][C:35]#[N:36])=[CH:12][C:11]=2[F:23])[CH:9]=1)=[O:3], predict the reactants needed to synthesize it. The reactants are: [NH2:1][C:2]([NH:4][C:5]1[C:6]([C:24]([NH2:26])=[O:25])=[N:7][N:8]([C:10]2[CH:15]=[CH:14][C:13]([C:16]3[CH:21]=[CH:20][CH:19]=[CH:18][C:17]=3[OH:22])=[CH:12][C:11]=2[F:23])[CH:9]=1)=[O:3].C(=O)([O-])[O-].[K+].[K+].Br[CH2:34][C:35]#[N:36]. (2) Given the product [CH:19]1([NH:18][C:17]([C:14]2[N:11]3[CH2:12][CH2:13][NH:8][CH:9]([CH3:23])[C:10]3=[CH:16][CH:15]=2)=[O:22])[CH2:20][CH2:21]1, predict the reactants needed to synthesize it. The reactants are: C(OC([N:8]1[CH2:13][CH2:12][N:11]2[C:14]([C:17](=[O:22])[NH:18][CH:19]3[CH2:21][CH2:20]3)=[CH:15][CH:16]=[C:10]2[CH:9]1[CH3:23])=O)(C)(C)C.Cl. (3) Given the product [OH:21][C@@H:19]([CH3:20])[C:18]([N:15]1[CH2:16][CH2:17][N:12]([CH2:11][C:9]2[S:8][C:6]3[N:7]=[C:2]([C:37]4[CH:38]=[N:39][C:40]5[C:45]([CH:46]=4)=[CH:44][CH:43]=[CH:42][CH:41]=5)[N:3]=[C:4]([N:23]4[CH2:28][CH2:27][O:26][CH2:25][CH2:24]4)[C:5]=3[N:10]=2)[CH2:13][CH2:14]1)=[O:22], predict the reactants needed to synthesize it. The reactants are: Cl[C:2]1[N:3]=[C:4]([N:23]2[CH2:28][CH2:27][O:26][CH2:25][CH2:24]2)[C:5]2[N:10]=[C:9]([CH2:11][N:12]3[CH2:17][CH2:16][N:15]([C:18](=[O:22])[CH:19]([OH:21])[CH3:20])[CH2:14][CH2:13]3)[S:8][C:6]=2[N:7]=1.CC1(C)C(C)(C)OB([C:37]2[CH:38]=[N:39][C:40]3[C:45]([CH:46]=2)=[CH:44][CH:43]=[CH:42][CH:41]=3)O1. (4) Given the product [Cl:1][C:2]1[CH:3]=[C:4]([C@:8]([C@@H:15]2[CH2:20][CH2:19][CH2:18][N:17]([C:21]([O:23][C:24]([CH3:27])([CH3:26])[CH3:25])=[O:22])[CH2:16]2)([OH:9])[CH2:13][CH2:12][CH2:11][C:10]([NH:29][CH3:28])=[O:14])[CH:5]=[CH:6][CH:7]=1, predict the reactants needed to synthesize it. The reactants are: [Cl:1][C:2]1[CH:3]=[C:4]([C@@:8]2([C@@H:15]3[CH2:20][CH2:19][CH2:18][N:17]([C:21]([O:23][C:24]([CH3:27])([CH3:26])[CH3:25])=[O:22])[CH2:16]3)[CH2:13][CH2:12][CH2:11][C:10](=[O:14])[O:9]2)[CH:5]=[CH:6][CH:7]=1.[CH3:28][NH2:29].